Task: Predict which catalyst facilitates the given reaction.. Dataset: Catalyst prediction with 721,799 reactions and 888 catalyst types from USPTO (1) Reactant: [CH:1]1[C:13]2[N:12]([CH:14]3[C:23]4[C:18](=[CH:19][CH:20]=[CH:21][CH:22]=4)[N:17]([C:24](=[O:35])[C:25]4[CH:30]=[CH:29][C:28]([O:31][CH3:32])=[C:27]([O:33][CH3:34])[CH:26]=4)[CH:16]([CH2:36][CH2:37][CH2:38][CH2:39][CH2:40][OH:41])[CH2:15]3)[C:11]3[C:6](=[CH:7][CH:8]=[CH:9][CH:10]=3)[C:5]=2[CH:4]=[CH:3][CH:2]=1.[F:42][C:43]1[CH:48]=[CH:47][C:46](O)=[CH:45][CH:44]=1.N(C(OCC)=O)=NC(OCC)=O.C1(P(C2C=CC=CC=2)C2C=CC=CC=2)C=CC=CC=1. Product: [CH3:34][O:33][C:27]1[CH:26]=[C:25]([CH:30]=[CH:29][C:28]=1[O:31][CH3:32])[C:24]([N:17]1[C:18]2[C:23](=[CH:22][CH:21]=[CH:20][CH:19]=2)[CH:14]([N:12]2[C:13]3[CH:1]=[CH:2][CH:3]=[CH:4][C:5]=3[C:6]3[C:11]2=[CH:10][CH:9]=[CH:8][CH:7]=3)[CH2:15][CH:16]1[CH2:36][CH2:37][CH2:38][CH2:39][CH2:40][O:41][C:46]1[CH:47]=[CH:48][C:43]([F:42])=[CH:44][CH:45]=1)=[O:35]. The catalyst class is: 7. (2) Reactant: [SH:1][CH:2]1[CH2:6][CH2:5][O:4][C:3]1=[O:7].C(=O)([O-])[O-].[K+].[K+].[Br:14][C:15]1[CH:22]=[CH:21][C:18]([CH2:19]Br)=[CH:17][CH:16]=1. Product: [Br:14][C:15]1[CH:22]=[CH:21][C:18]([CH2:19][S:1][CH:2]2[CH2:6][CH2:5][O:4][C:3]2=[O:7])=[CH:17][CH:16]=1. The catalyst class is: 8. (3) Reactant: [Br:1][C:2]1[CH:3]=[C:4]([NH2:8])[CH:5]=[N:6][CH:7]=1.[Cl:9][C:10]1[CH:11]=[C:12]([CH:15]=[CH:16][CH:17]=1)[CH:13]=O.[Si]([C:22]#[N:23])(C)(C)C. Product: [Br:1][C:2]1[CH:3]=[C:4]([NH:8][CH:13]([C:12]2[CH:15]=[CH:16][CH:17]=[C:10]([Cl:9])[CH:11]=2)[C:22]#[N:23])[CH:5]=[N:6][CH:7]=1. The catalyst class is: 57. (4) Reactant: [CH3:1][N:2]1[CH:6]=[CH:5][C:4]([C:7]2[CH:8]=[N:9][NH:10][C:11]=2[NH2:12])=[N:3]1.[Cl:13][C:14]1[CH:19]=[CH:18][C:17]([C:20](=O)[CH2:21][C:22](OCC)=[O:23])=[CH:16][C:15]=1[O:28][CH3:29].CC1C=CC(S(O)(=O)=O)=CC=1. Product: [Cl:13][C:14]1[CH:19]=[CH:18][C:17]([C:20]2[NH:12][C:11]3[N:10]([N:9]=[CH:8][C:7]=3[C:4]3[CH:5]=[CH:6][N:2]([CH3:1])[N:3]=3)[C:22](=[O:23])[CH:21]=2)=[CH:16][C:15]=1[O:28][CH3:29]. The catalyst class is: 114. (5) Reactant: [F:1][C:2]1[C:3]([NH:28][C@H:29]2[CH2:34][CH2:33][CH2:32][C@:31]([CH2:36][C:37]#[N:38])([OH:35])[CH2:30]2)=[N:4][C:5]([C:8]2[C:16]3[C:11](=[N:12][CH:13]=[C:14]([F:17])[CH:15]=3)[N:10](S(C3C=CC(C)=CC=3)(=O)=O)[CH:9]=2)=[N:6][CH:7]=1.C[O-].[Na+].CCOC(C)=O. Product: [F:1][C:2]1[C:3]([NH:28][C@H:29]2[CH2:34][CH2:33][CH2:32][C@:31]([CH2:36][C:37]#[N:38])([OH:35])[CH2:30]2)=[N:4][C:5]([C:8]2[C:16]3[C:11](=[N:12][CH:13]=[C:14]([F:17])[CH:15]=3)[NH:10][CH:9]=2)=[N:6][CH:7]=1. The catalyst class is: 430. (6) Reactant: [CH2:1]([O:8][C:9]1[C:19]([C:20]([F:23])([F:22])[F:21])=[CH:18][C:12]([C:13]([O:15]CC)=[O:14])=[CH:11][C:10]=1[O:24][CH3:25])[C:2]1[CH:7]=[CH:6][CH:5]=[CH:4][CH:3]=1.O.[OH-].[Li+]. Product: [CH2:1]([O:8][C:9]1[C:19]([C:20]([F:21])([F:22])[F:23])=[CH:18][C:12]([C:13]([OH:15])=[O:14])=[CH:11][C:10]=1[O:24][CH3:25])[C:2]1[CH:3]=[CH:4][CH:5]=[CH:6][CH:7]=1. The catalyst class is: 30. (7) Reactant: [CH2:1]([N:8]1[CH2:13][CH2:12][C:11](=O)[CH:10]([CH3:15])[CH2:9]1)[C:2]1[CH:7]=[CH:6][CH:5]=[CH:4][CH:3]=1.N1C=CC=CC=1.Cl.[NH2:23][OH:24]. Product: [CH2:1]([N:8]1[CH2:13][CH2:12][C:11](=[N:23][OH:24])[CH:10]([CH3:15])[CH2:9]1)[C:2]1[CH:7]=[CH:6][CH:5]=[CH:4][CH:3]=1. The catalyst class is: 14. (8) Reactant: [CH3:1][O:2][CH2:3][CH2:4][CH2:5][O:6][CH2:7][CH2:8][NH:9]C(=O)OC(C)(C)C.[ClH:17]. Product: [ClH:17].[CH3:1][O:2][CH2:3][CH2:4][CH2:5][O:6][CH2:7][CH2:8][NH2:9]. The catalyst class is: 8. (9) Reactant: [F:1][C:2]1[C:3]([CH3:31])=[C:4]([CH:28]=[CH:29][CH:30]=1)[CH2:5][NH:6][C:7]([C:9]1([CH2:26][OH:27])[CH2:14][CH2:13][N:12]([C:15](=[O:25])[CH2:16][NH:17][C:18](=[O:24])[O:19][C:20]([CH3:23])([CH3:22])[CH3:21])[CH2:11][CH2:10]1)=[O:8].[CH2:32]([C:34]1[CH:39]=[CH:38][C:37]([N:40]=[C:41]=[O:42])=[CH:36][CH:35]=1)[CH3:33]. Product: [CH2:32]([C:34]1[CH:39]=[CH:38][C:37]([NH:40][C:41](=[O:42])[O:27][CH2:26][C:9]2([C:7](=[O:8])[NH:6][CH2:5][C:4]3[CH:28]=[CH:29][CH:30]=[C:2]([F:1])[C:3]=3[CH3:31])[CH2:14][CH2:13][N:12]([C:15](=[O:25])[CH2:16][NH:17][C:18]([O:19][C:20]([CH3:23])([CH3:22])[CH3:21])=[O:24])[CH2:11][CH2:10]2)=[CH:36][CH:35]=1)[CH3:33]. The catalyst class is: 230. (10) Reactant: FC(F)(F)C(O)=O.[CH2:8]([O:10][CH2:11][CH2:12][O:13][C:14]1[N:22]=[C:21]2[C:17]([N:18]=[C:19]([O:23][CH3:24])[NH:20]2)=[C:16]([NH2:25])[N:15]=1)[CH3:9].C(=O)([O-])[O-].[K+].[K+].CS(O[CH2:37][CH:38]1[CH2:43][CH2:42][O:41][CH2:40][CH2:39]1)(=O)=O. Product: [CH2:8]([O:10][CH2:11][CH2:12][O:13][C:14]1[N:22]=[C:21]2[C:17]([N:18]=[C:19]([O:23][CH3:24])[N:20]2[CH2:37][CH:38]2[CH2:43][CH2:42][O:41][CH2:40][CH2:39]2)=[C:16]([NH2:25])[N:15]=1)[CH3:9]. The catalyst class is: 42.